This data is from Full USPTO retrosynthesis dataset with 1.9M reactions from patents (1976-2016). The task is: Predict the reactants needed to synthesize the given product. (1) The reactants are: [CH:1](NC(C)C)(C)C.C([Li])CCC.[F:13][C:14]1[CH:19]=[CH:18][C:17]([N:20]2[CH:24]=[C:23]([C:25]#[C:26][C:27]3[CH:32]=[CH:31][N:30]=[C:29]([CH3:33])[CH:28]=3)[N:22]=[C:21]2[CH3:34])=[CH:16][CH:15]=1.CI. Given the product [F:13][C:14]1[CH:19]=[CH:18][C:17]([N:20]2[C:24]([CH3:1])=[C:23]([C:25]#[C:26][C:27]3[CH:32]=[CH:31][N:30]=[C:29]([CH3:33])[CH:28]=3)[N:22]=[C:21]2[CH3:34])=[CH:16][CH:15]=1, predict the reactants needed to synthesize it. (2) Given the product [F:18][C:14]1[C:15]([CH3:17])=[CH:16][C:11]([C:10]2[C:4]3[C:5](=[N:6][CH:7]=[C:2]([C:4]4[CH:38]=[C:37]([CH:7]=[CH:2][CH:3]=4)[NH2:39])[CH:3]=3)[N:8]([S:21]([C:24]3[CH:30]=[CH:29][C:27]([CH3:28])=[CH:26][CH:25]=3)(=[O:22])=[O:23])[CH:9]=2)=[C:12]([O:19][CH3:20])[CH:13]=1, predict the reactants needed to synthesize it. The reactants are: Br[C:2]1[CH:3]=[C:4]2[C:10]([C:11]3[CH:16]=[C:15]([CH3:17])[C:14]([F:18])=[CH:13][C:12]=3[O:19][CH3:20])=[CH:9][N:8]([S:21]([C:24]3[CH:30]=[CH:29][C:27]([CH3:28])=[CH:26][CH:25]=3)(=[O:23])=[O:22])[C:5]2=[N:6][CH:7]=1.C(=O)([O-])[O-].[Cs+].[Cs+].[C:37](#[N:39])[CH3:38]. (3) Given the product [OH:22][CH2:21][CH2:20][C:19]1[C:18]([CH3:26])=[C:17]2[C:12]([CH2:13][CH2:14][C:15](=[O:27])[NH:16]2)=[CH:11][C:10]=1[CH2:9][CH2:8][NH:7][C:6](=[O:28])[O:5][C:1]([CH3:3])([CH3:2])[CH3:4], predict the reactants needed to synthesize it. The reactants are: [C:1]([O:5][C:6](=[O:28])[NH:7][CH2:8][CH2:9][C:10]1[CH:11]=[C:12]2[C:17](=[C:18]([CH3:26])[C:19]=1[CH2:20][CH2:21][O:22]COC)[NH:16][C:15](=[O:27])[CH2:14][CH2:13]2)([CH3:4])([CH3:3])[CH3:2].Cl.[OH-].[Na+].C(OC(OC(C)(C)C)=O)(OC(C)(C)C)=O.